Dataset: Catalyst prediction with 721,799 reactions and 888 catalyst types from USPTO. Task: Predict which catalyst facilitates the given reaction. (1) Reactant: [NH2:1][C:2]1[CH:3]=[C:4]([CH:10]=[CH:11][C:12]=1[NH2:13])[C:5]([O:7][CH2:8][CH3:9])=[O:6].O. Product: [CH3:3][C:2]1[C:12]([CH3:11])=[N:1][C:2]2[C:12](=[CH:11][CH:10]=[C:4]([C:5]([O:7][CH2:8][CH3:9])=[O:6])[CH:3]=2)[N:13]=1. The catalyst class is: 8. (2) Product: [C:23]([C:25]1[CH:30]=[CH:29][C:28]([CH2:31][C:32]([NH:1][C@H:2]([C:3]([NH:5][CH2:6][C:7]2[CH:8]=[CH:9][C:10]3[N:11]([CH2:20][CH3:21])[C:12]4[C:17]([C:18]=3[CH:19]=2)=[CH:16][CH:15]=[CH:14][CH:13]=4)=[O:4])[CH3:22])=[O:33])=[CH:27][CH:26]=1)#[N:24]. The catalyst class is: 3. Reactant: [NH2:1][CH:2]([CH3:22])[C:3]([NH:5][CH2:6][C:7]1[CH:8]=[CH:9][C:10]2[N:11]([CH2:20][CH3:21])[C:12]3[C:17]([C:18]=2[CH:19]=1)=[CH:16][CH:15]=[CH:14][CH:13]=3)=[O:4].[C:23]([C:25]1[CH:30]=[CH:29][C:28]([CH2:31][C:32](O)=[O:33])=[CH:27][CH:26]=1)#[N:24].CN(C(ON1N=NC2C=CC=NC1=2)=[N+](C)C)C.F[P-](F)(F)(F)(F)F.Cl. (3) Reactant: Cl.[CH3:2][C:3]1([CH3:9])[O:8][CH2:7][CH2:6][NH:5][CH2:4]1.C(=O)([O-])[O-].[K+].[K+].[NH2:16][C:17]1[CH:18]=[C:19]([Cl:42])[C:20]2[N:24]=[C:23]([CH:25]([F:27])[F:26])[N:22]([C:28]3[N:33]=[C:32](Cl)[N:31]=[C:30]([N:35]4[CH2:40][CH2:39][O:38][CH2:37][CH2:36]4)[N:29]=3)[C:21]=2[CH:41]=1.O. Product: [NH2:16][C:17]1[CH:18]=[C:19]([Cl:42])[C:20]2[N:24]=[C:23]([CH:25]([F:26])[F:27])[N:22]([C:28]3[N:33]=[C:32]([N:5]4[CH2:6][CH2:7][O:8][C:3]([CH3:9])([CH3:2])[CH2:4]4)[N:31]=[C:30]([N:35]4[CH2:40][CH2:39][O:38][CH2:37][CH2:36]4)[N:29]=3)[C:21]=2[CH:41]=1. The catalyst class is: 3. (4) The catalyst class is: 4. Product: [Cl:8][C:6]1[N:5]=[CH:4][N:3]=[C:2]([NH:16][C:15]2[S:14][CH:13]=[N:12][C:11]=2[CH3:10])[N:7]=1. Reactant: Cl[C:2]1[N:7]=[C:6]([Cl:8])[N:5]=[CH:4][N:3]=1.Cl.[CH3:10][C:11]1[N:12]=[CH:13][S:14][C:15]=1[NH2:16].C(N(CC)C(C)C)(C)C. (5) Reactant: [C:1]1([C:34]2[CH:39]=[CH:38][CH:37]=[CH:36][CH:35]=2)[CH:6]=[CH:5][C:4]([C:7]2[C:16]3[C:11](=[CH:12][C:13]([O:19][CH3:20])=[C:14]([O:17][CH3:18])[CH:15]=3)[C:10]([NH:21][C:22]([C:24]3[C:32]4[O:31][CH2:30][O:29][C:28]=4[CH:27]=[CH:26][C:25]=3[Br:33])=[O:23])=[CH:9][CH:8]=2)=[CH:3][CH:2]=1.[C:40](N)(=O)C1C=CC=CC=1.[H-].[Na+].CI. Product: [C:1]1([C:34]2[CH:39]=[CH:38][CH:37]=[CH:36][CH:35]=2)[CH:2]=[CH:3][C:4]([C:7]2[C:16]3[C:11](=[CH:12][C:13]([O:19][CH3:20])=[C:14]([O:17][CH3:18])[CH:15]=3)[C:10]([N:21]([CH3:40])[C:22]([C:24]3[C:32]4[O:31][CH2:30][O:29][C:28]=4[CH:27]=[CH:26][C:25]=3[Br:33])=[O:23])=[CH:9][CH:8]=2)=[CH:5][CH:6]=1. The catalyst class is: 215. (6) Reactant: [OH-].[Na+].[N:3]1[N:7]2[CH:8]=[CH:9][N:10]=[CH:11][C:6]2=[C:5]([C:12]([O:14]CC)=[O:13])[CH:4]=1. Product: [N:3]1[N:7]2[CH:8]=[CH:9][N:10]=[CH:11][C:6]2=[C:5]([C:12]([OH:14])=[O:13])[CH:4]=1. The catalyst class is: 8.